This data is from Catalyst prediction with 721,799 reactions and 888 catalyst types from USPTO. The task is: Predict which catalyst facilitates the given reaction. (1) Reactant: [Br:1][C:2]1[CH:3]=[C:4]2[C:8](=[C:9]([C:11]([OH:13])=O)[CH:10]=1)[NH:7][CH:6]=[CH:5]2.[C:14]([C:18]1[CH:37]=[CH:36][C:21]([CH2:22][NH:23][CH2:24][CH2:25][C:26]2[CH:31]=[CH:30][CH:29]=[C:28]([C:32]([F:35])([F:34])[F:33])[CH:27]=2)=[CH:20][CH:19]=1)([CH3:17])([CH3:16])[CH3:15].CN1CCOCC1.CN(C(ON1N=NC2C=CC=CC1=2)=[N+](C)C)C.[B-](F)(F)(F)F. Product: [C:14]([C:18]1[CH:37]=[CH:36][C:21]([CH2:22][N:23]([CH2:24][CH2:25][C:26]2[CH:31]=[CH:30][CH:29]=[C:28]([C:32]([F:35])([F:33])[F:34])[CH:27]=2)[C:11]([C:9]2[CH:10]=[C:2]([Br:1])[CH:3]=[C:4]3[C:8]=2[NH:7][CH:6]=[CH:5]3)=[O:13])=[CH:20][CH:19]=1)([CH3:17])([CH3:15])[CH3:16]. The catalyst class is: 18. (2) Reactant: [N:1]1[CH:6]=[CH:5][CH:4]=[CH:3][C:2]=1[C:7]1[N:15]2[C:10]([CH:11]=[CH:12][CH:13]=[CH:14]2)=[CH:9][C:8]=1[CH:16]([NH2:18])[CH3:17].[NH2:19][C:20]1[C:25]([C:26]([NH:28][CH3:29])=[O:27])=[C:24](Cl)[N:23]=[CH:22][N:21]=1.CCN(C(C)C)C(C)C. Product: [NH2:19][C:20]1[C:25]([C:26]([NH:28][CH3:29])=[O:27])=[C:24]([NH:18][CH:16]([C:8]2[CH:9]=[C:10]3[N:15]([C:7]=2[C:2]2[CH:3]=[CH:4][CH:5]=[CH:6][N:1]=2)[CH:14]=[CH:13][CH:12]=[CH:11]3)[CH3:17])[N:23]=[CH:22][N:21]=1. The catalyst class is: 218. (3) Reactant: [OH-].[Na+].[CH:3](=O)[CH2:4][CH:5]([CH3:7])[CH3:6].[CH3:9][C:10](O)=O.[C:13]([BH3-])#[N:14].[Na+].[CH2:17]1[CH2:21]O[CH2:19][CH2:18]1.CO. Product: [CH3:6][CH:5]([CH3:7])[CH2:4][CH2:3][NH:14][CH:13]1[CH2:10][CH2:9][CH:17]([CH3:21])[CH2:18][CH2:19]1. The catalyst class is: 6. (4) Reactant: [CH2:1]([C@@:5]1([CH2:28][CH3:29])[NH:11][C@H:10]([C:12]2[CH:17]=[CH:16][CH:15]=[CH:14][CH:13]=2)[C:9]2[CH:18]=[C:19]([O:24][CH3:25])[C:20]([CH:22]=O)=[CH:21][C:8]=2[S:7](=[O:27])(=[O:26])[CH2:6]1)[CH2:2][CH2:3][CH3:4].[NH2:30][CH2:31][CH2:32][CH2:33][C:34]([O:36]C)=[O:35].C(O)(=O)C.C(=O)([O-])[O-].[Na+].[Na+]. Product: [CH2:1]([C@@:5]1([CH2:28][CH3:29])[NH:11][C@H:10]([C:12]2[CH:17]=[CH:16][CH:15]=[CH:14][CH:13]=2)[C:9]2[CH:18]=[C:19]([O:24][CH3:25])[C:20]([CH2:22][NH:30][CH2:31][CH2:32][CH2:33][C:34]([OH:36])=[O:35])=[CH:21][C:8]=2[S:7](=[O:26])(=[O:27])[CH2:6]1)[CH2:2][CH2:3][CH3:4]. The catalyst class is: 26. (5) Reactant: C(O)(C(F)(F)F)=O.[Cl:8][C:9]1[CH:14]=[CH:13][C:12](/[CH:15]=[CH:16]/[C:17]([N:19]2[CH2:24][CH2:23][N:22](C(OC(C)(C)C)=O)[CH2:21][C@H:20]2[CH3:32])=[O:18])=[C:11]([CH2:33][N:34]2[N:38]=[N:37][C:36]([CH3:39])=[N:35]2)[CH:10]=1.C1(C)C=CC=CC=1. Product: [Cl:8][C:9]1[CH:14]=[CH:13][C:12](/[CH:15]=[CH:16]/[C:17]([N:19]2[CH2:24][CH2:23][NH:22][CH2:21][C@H:20]2[CH3:32])=[O:18])=[C:11]([CH2:33][N:34]2[N:38]=[N:37][C:36]([CH3:39])=[N:35]2)[CH:10]=1. The catalyst class is: 2. (6) Reactant: [NH2:1][C:2]1[N:7]2[N:8]=[CH:9][C:10]([C:11]3[CH:12]=[N:13][C:14]4[C:19]([CH:20]=3)=[CH:18][CH:17]=[CH:16][CH:15]=4)=[C:6]2[N:5]=[C:4]([N:21]2[CH2:25][CH2:24][CH:23]([C:26]([O:28]C)=[O:27])[CH2:22]2)[CH:3]=1.C1COCC1.[Li+].[OH-]. Product: [NH2:1][C:2]1[N:7]2[N:8]=[CH:9][C:10]([C:11]3[CH:12]=[N:13][C:14]4[C:19]([CH:20]=3)=[CH:18][CH:17]=[CH:16][CH:15]=4)=[C:6]2[N:5]=[C:4]([N:21]2[CH2:25][CH2:24][CH:23]([C:26]([OH:28])=[O:27])[CH2:22]2)[CH:3]=1. The catalyst class is: 6.